This data is from CYP1A2 inhibition data for predicting drug metabolism from PubChem BioAssay. The task is: Regression/Classification. Given a drug SMILES string, predict its absorption, distribution, metabolism, or excretion properties. Task type varies by dataset: regression for continuous measurements (e.g., permeability, clearance, half-life) or binary classification for categorical outcomes (e.g., BBB penetration, CYP inhibition). Dataset: cyp1a2_veith. (1) The compound is COc1ccc(NC(=O)COC(=O)c2c(-c3ccccc3)noc2C)cc1. The result is 1 (inhibitor). (2) The molecule is COc1ccccc1-c1nccc(Nc2ccc(F)cc2)n1. The result is 1 (inhibitor). (3) The drug is Cc1cccc(C)c1NC(=O)c1cc2c(=O)c3ccccc3oc2nc1C(F)(F)F. The result is 0 (non-inhibitor). (4) The molecule is CCOC(=O)CSc1nnc(Cc2cc(=O)[nH]c(=O)[nH]2)n1-c1cccc(OC)c1. The result is 0 (non-inhibitor). (5) The molecule is CC(=O)N1CCC2(CCCN(C(=O)Nc3cccc(C#N)c3)C2)CC1. The result is 0 (non-inhibitor). (6) The result is 0 (non-inhibitor). The molecule is CCN1C[C@]2(C)CC[C@H](O)[C@]34[C@@H]1[C@@H](C[C@H]32)[C@@]1(O)C[C@H](OC)[C@H]2C[C@@H]4[C@H]1[C@@H]2O.